This data is from NCI-60 drug combinations with 297,098 pairs across 59 cell lines. The task is: Regression. Given two drug SMILES strings and cell line genomic features, predict the synergy score measuring deviation from expected non-interaction effect. (1) Drug 1: COC1=CC(=CC(=C1O)OC)C2C3C(COC3=O)C(C4=CC5=C(C=C24)OCO5)OC6C(C(C7C(O6)COC(O7)C8=CC=CS8)O)O. Drug 2: CN(CCCl)CCCl.Cl. Cell line: OVCAR-4. Synergy scores: CSS=8.49, Synergy_ZIP=-1.26, Synergy_Bliss=3.57, Synergy_Loewe=2.28, Synergy_HSA=2.38. (2) Drug 1: CS(=O)(=O)OCCCCOS(=O)(=O)C. Drug 2: CC(C)(C#N)C1=CC(=CC(=C1)CN2C=NC=N2)C(C)(C)C#N. Cell line: OVCAR-4. Synergy scores: CSS=0.844, Synergy_ZIP=-0.0567, Synergy_Bliss=1.77, Synergy_Loewe=-0.707, Synergy_HSA=-0.689. (3) Drug 1: CC1=C2C(C(=O)C3(C(CC4C(C3C(C(C2(C)C)(CC1OC(=O)C(C(C5=CC=CC=C5)NC(=O)OC(C)(C)C)O)O)OC(=O)C6=CC=CC=C6)(CO4)OC(=O)C)OC)C)OC. Drug 2: CN1C(=O)N2C=NC(=C2N=N1)C(=O)N. Cell line: A549. Synergy scores: CSS=26.9, Synergy_ZIP=3.35, Synergy_Bliss=-5.22, Synergy_Loewe=-35.1, Synergy_HSA=-7.52. (4) Drug 1: CC1=C2C(C(=O)C3(C(CC4C(C3C(C(C2(C)C)(CC1OC(=O)C(C(C5=CC=CC=C5)NC(=O)OC(C)(C)C)O)O)OC(=O)C6=CC=CC=C6)(CO4)OC(=O)C)OC)C)OC. Drug 2: CC1=C2C(C(=O)C3(C(CC4C(C3C(C(C2(C)C)(CC1OC(=O)C(C(C5=CC=CC=C5)NC(=O)C6=CC=CC=C6)O)O)OC(=O)C7=CC=CC=C7)(CO4)OC(=O)C)O)C)OC(=O)C. Cell line: ACHN. Synergy scores: CSS=44.1, Synergy_ZIP=-2.31, Synergy_Bliss=0.0726, Synergy_Loewe=-1.70, Synergy_HSA=4.59. (5) Drug 1: C1=CC(=C2C(=C1NCCNCCO)C(=O)C3=C(C=CC(=C3C2=O)O)O)NCCNCCO. Drug 2: CN(C)N=NC1=C(NC=N1)C(=O)N. Cell line: HL-60(TB). Synergy scores: CSS=77.7, Synergy_ZIP=12.1, Synergy_Bliss=11.2, Synergy_Loewe=-1.32, Synergy_HSA=13.7. (6) Drug 1: C1CCN(CC1)CCOC2=CC=C(C=C2)C(=O)C3=C(SC4=C3C=CC(=C4)O)C5=CC=C(C=C5)O. Drug 2: CC1=C(C(CCC1)(C)C)C=CC(=CC=CC(=CC(=O)O)C)C. Cell line: PC-3. Synergy scores: CSS=3.79, Synergy_ZIP=-2.27, Synergy_Bliss=-5.31, Synergy_Loewe=-2.47, Synergy_HSA=-4.77. (7) Drug 1: CC1=C(C(CCC1)(C)C)C=CC(=CC=CC(=CC(=O)O)C)C. Drug 2: C(CN)CNCCSP(=O)(O)O. Cell line: NCI/ADR-RES. Synergy scores: CSS=0.640, Synergy_ZIP=-3.51, Synergy_Bliss=-4.71, Synergy_Loewe=-3.57, Synergy_HSA=-3.36.